This data is from Full USPTO retrosynthesis dataset with 1.9M reactions from patents (1976-2016). The task is: Predict the reactants needed to synthesize the given product. (1) Given the product [Cl:9][C:6]1[C:7]([OH:8])=[C:2]([NH:1][S:11]([C:14]2[CH:15]=[C:16]([CH:21]=[CH:22][CH:23]=2)[C:17]([O:19][CH3:20])=[O:18])(=[O:13])=[O:12])[CH:3]=[N:4][CH:5]=1, predict the reactants needed to synthesize it. The reactants are: [NH2:1][C:2]1[CH:3]=[N:4][CH:5]=[C:6]([Cl:9])[C:7]=1[OH:8].Cl[S:11]([C:14]1[CH:15]=[C:16]([CH:21]=[CH:22][CH:23]=1)[C:17]([O:19][CH3:20])=[O:18])(=[O:13])=[O:12]. (2) Given the product [ClH:31].[CH2:1]([O:3][C:4]1[CH:5]=[C:6]([C@@H:12]([N:18]2[C:26](=[O:27])[C:25]3[C:20](=[CH:21][CH:22]=[CH:23][C:24]=3[NH:28][C:29](=[O:32])[CH2:30][N:35]([CH3:36])[CH3:34])[C:19]2=[O:33])[CH2:13][S:14]([CH3:17])(=[O:16])=[O:15])[CH:7]=[CH:8][C:9]=1[O:10][CH3:11])[CH3:2], predict the reactants needed to synthesize it. The reactants are: [CH2:1]([O:3][C:4]1[CH:5]=[C:6]([C@@H:12]([N:18]2[C:26](=[O:27])[C:25]3[C:20](=[CH:21][CH:22]=[CH:23][C:24]=3[NH:28][C:29](=[O:32])[CH2:30][Cl:31])[C:19]2=[O:33])[CH2:13][S:14]([CH3:17])(=[O:16])=[O:15])[CH:7]=[CH:8][C:9]=1[O:10][CH3:11])[CH3:2].[CH3:34][NH:35][CH3:36].O1CCCC1.Cl. (3) Given the product [CH3:25][O:26][C:27](=[O:36])[C:28]1[CH:33]=[C:32]([OH:34])[CH:31]=[C:30]([N:35]2[C:11]([CH3:12])=[CH:10][CH:9]=[C:8]2[C:6]2[CH:7]=[C:2]([Cl:1])[CH:3]=[CH:4][C:5]=2[O:15][CH2:16][C:17]2[CH:22]=[CH:21][CH:20]=[C:19]([F:23])[C:18]=2[F:24])[CH:29]=1, predict the reactants needed to synthesize it. The reactants are: [Cl:1][C:2]1[CH:3]=[CH:4][C:5]([O:15][CH2:16][C:17]2[CH:22]=[CH:21][CH:20]=[C:19]([F:23])[C:18]=2[F:24])=[C:6]([C:8](=O)[CH2:9][CH2:10][C:11](=O)[CH3:12])[CH:7]=1.[CH3:25][O:26][C:27](=[O:36])[C:28]1[CH:33]=[C:32]([OH:34])[CH:31]=[C:30]([NH2:35])[CH:29]=1.CC1C=CC(S(O)(=O)=O)=CC=1. (4) Given the product [C:1]([O:5][C:6](=[O:17])[NH:7][C:8]1[CH:13]=[CH:12][CH:11]=[C:10]([C:14]#[N:15])[N:9]=1)([CH3:4])([CH3:2])[CH3:3], predict the reactants needed to synthesize it. The reactants are: [C:1]([O:5][C:6](=[O:17])[NH:7][C:8]1[CH:13]=[CH:12][CH:11]=[C:10]([C:14](=O)[NH2:15])[N:9]=1)([CH3:4])([CH3:3])[CH3:2].C(N(CC)CC)C.FC(F)(F)C(OC(=O)C(F)(F)F)=O.